From a dataset of Cav3 T-type calcium channel HTS with 100,875 compounds. Binary Classification. Given a drug SMILES string, predict its activity (active/inactive) in a high-throughput screening assay against a specified biological target. (1) The compound is O=C1N(C(=O)CC1C(c1ccccc1)C)CC(O)=O. The result is 0 (inactive). (2) The drug is s1c(CCNC(=O)C2ON=C(C2)c2cc(F)ccc2)ccc1. The result is 0 (inactive). (3) The drug is O=C(Nc1c(cccc1)C(OC)=O)C1C(CC=CC1)C(O)=O. The result is 0 (inactive).